Dataset: Full USPTO retrosynthesis dataset with 1.9M reactions from patents (1976-2016). Task: Predict the reactants needed to synthesize the given product. (1) Given the product [OH:6][C:7]1[CH:23]=[CH:22][C:10]2[CH2:11][CH:12]([CH2:17][C:18]([O:20][CH3:21])=[O:19])[C:13](=[O:16])[NH:14][CH2:15][C:9]=2[CH:8]=1, predict the reactants needed to synthesize it. The reactants are: [Cl-].[Al+3].[Cl-].[Cl-].C[O:6][C:7]1[CH:23]=[CH:22][C:10]2[CH2:11][CH:12]([CH2:17][C:18]([O:20][CH3:21])=[O:19])[C:13](=[O:16])[NH:14][CH2:15][C:9]=2[CH:8]=1.C(S)C. (2) Given the product [Cl:18][C:7]1[N:8]=[C:9]([N:12]2[CH2:17][CH2:16][O:15][CH2:14][CH2:13]2)[C:10]2[S:11][C:3]([CH2:2][N:24]3[CH2:23][CH2:22][N:21]4[CH2:25][CH2:26][CH2:27][C@H:20]4[CH2:19]3)=[CH:4][C:5]=2[N:6]=1, predict the reactants needed to synthesize it. The reactants are: Br[CH2:2][C:3]1[S:11][C:10]2[C:9]([N:12]3[CH2:17][CH2:16][O:15][CH2:14][CH2:13]3)=[N:8][C:7]([Cl:18])=[N:6][C:5]=2[CH:4]=1.[CH2:19]1[NH:24][CH2:23][CH2:22][N:21]2[CH2:25][CH2:26][CH2:27][C@@H:20]12.C(=O)([O-])[O-].[K+].[K+].